Dataset: Peptide-MHC class II binding affinity with 134,281 pairs from IEDB. Task: Regression. Given a peptide amino acid sequence and an MHC pseudo amino acid sequence, predict their binding affinity value. This is MHC class II binding data. (1) The peptide sequence is MSYNLLGFLQRSSNF. The MHC is DRB1_1501 with pseudo-sequence DRB1_1501. The binding affinity (normalized) is 0.585. (2) The peptide sequence is SCRDQSEAQLALTII. The MHC is DRB3_0101 with pseudo-sequence DRB3_0101. The binding affinity (normalized) is 0.320. (3) The peptide sequence is EAKYDAYVATLSEALRIIAG. The MHC is HLA-DQA10301-DQB10302 with pseudo-sequence HLA-DQA10301-DQB10302. The binding affinity (normalized) is 0.411. (4) The peptide sequence is IYECKGVTVKDVTIT. The MHC is DRB5_0101 with pseudo-sequence DRB5_0101. The binding affinity (normalized) is 0.240. (5) The peptide sequence is SWIQSIPFVHLGHRD. The MHC is DRB1_1602 with pseudo-sequence DRB1_1602. The binding affinity (normalized) is 0.422. (6) The peptide sequence is YWFAPGAGAAPLSWS. The MHC is HLA-DQA10102-DQB10602 with pseudo-sequence HLA-DQA10102-DQB10602. The binding affinity (normalized) is 0.351. (7) The peptide sequence is YYSEPTSENNAHHVC. The MHC is HLA-DQA10201-DQB10303 with pseudo-sequence HLA-DQA10201-DQB10303. The binding affinity (normalized) is 0.268.